This data is from Forward reaction prediction with 1.9M reactions from USPTO patents (1976-2016). The task is: Predict the product of the given reaction. (1) Given the reactants [CH2:1]([O:3][CH:4]([O:18][CH2:19][CH3:20])[CH2:5][NH:6][CH2:7][C:8]1[C:17]2[C:12](=[CH:13][CH:14]=[CH:15][CH:16]=2)[N:11]=[CH:10][CH:9]=1)[CH3:2].[CH:21]1[C:33]2[CH:32]([CH2:34][O:35][C:36]([NH:38][C@@H:39]([CH2:43][C:44]3[CH:49]=[CH:48][C:47]([O:50][C:51]([CH3:54])([CH3:53])[CH3:52])=[CH:46][CH:45]=3)[C:40](O)=[O:41])=[O:37])[C:31]3[C:26](=[CH:27][CH:28]=[CH:29][CH:30]=3)[C:25]=2[CH:24]=[CH:23][CH:22]=1, predict the reaction product. The product is: [C:51]([O:50][C:47]1[CH:46]=[CH:45][C:44]([CH2:43][C@H:39]([NH:38][C:36](=[O:37])[O:35][CH2:34][CH:32]2[C:33]3[CH:21]=[CH:22][CH:23]=[CH:24][C:25]=3[C:26]3[C:31]2=[CH:30][CH:29]=[CH:28][CH:27]=3)[C:40]([N:6]([CH2:5][CH:4]([O:3][CH2:1][CH3:2])[O:18][CH2:19][CH3:20])[CH2:7][C:8]2[C:17]3[C:12](=[CH:13][CH:14]=[CH:15][CH:16]=3)[N:11]=[CH:10][CH:9]=2)=[O:41])=[CH:49][CH:48]=1)([CH3:54])([CH3:52])[CH3:53]. (2) Given the reactants [CH2:1]([O:3][C:4]([N:6]1[C:14]2[C:9](=[CH:10][C:11]([C:15]3[N:16]([CH3:24])[N:17]=[C:18]([C:20]([F:23])([F:22])[F:21])[CH:19]=3)=[CH:12][CH:13]=2)[CH2:8][C:7]1=[O:25])=[O:5])[CH3:2].CCN(C(C)C)C(C)C.[O:35](S(C(F)(F)F)(=O)=O)[S:36]([C:39]([F:42])([F:41])[F:40])(=O)=[O:37], predict the reaction product. The product is: [CH2:1]([O:3][C:4]([N:6]1[C:14]2[C:9](=[CH:10][C:11]([C:15]3[N:16]([CH3:24])[N:17]=[C:18]([C:20]([F:22])([F:23])[F:21])[CH:19]=3)=[CH:12][CH:13]=2)[CH:8]=[C:7]1[O:25][S:36]([C:39]([F:42])([F:41])[F:40])(=[O:37])=[O:35])=[O:5])[CH3:2]. (3) Given the reactants [Cl:1][C:2]1[CH:3]=[N+:4]([O-:50])[CH:5]=[C:6]([Cl:49])[C:7]=1[CH2:8][C@@H:9]([C:34]1[CH:39]=[CH:38][C:37]([O:40][CH:41]([F:43])[F:42])=[C:36]([O:44][CH2:45][CH:46]2[CH2:48][CH2:47]2)[CH:35]=1)[O:10][C:11](=[O:33])[CH2:12][O:13]C(C1C=CC=CC=1)(C1C=CC=CC=1)C1C=CC=CC=1.O, predict the reaction product. The product is: [Cl:49][C:6]1[CH:5]=[N+:4]([O-:50])[CH:3]=[C:2]([Cl:1])[C:7]=1[CH2:8][C@@H:9]([C:34]1[CH:39]=[CH:38][C:37]([O:40][CH:41]([F:43])[F:42])=[C:36]([O:44][CH2:45][CH:46]2[CH2:48][CH2:47]2)[CH:35]=1)[O:10][C:11](=[O:33])[CH2:12][OH:13]. (4) Given the reactants [CH3:1][N:2]1[C:6]([C:7]([OH:9])=O)=[CH:5][CH:4]=[N:3]1.C(Cl)(=O)C(Cl)=O.[Cl:16][C:17]1[CH:22]=[CH:21][C:20]([O:23][CH3:24])=[CH:19][C:18]=1[C:25]1[C:26]([NH2:32])=[N:27][C:28]([NH2:31])=[CH:29][CH:30]=1.N1C(C)=CC=CC=1C, predict the reaction product. The product is: [NH2:32][C:26]1[N:27]=[C:28]([NH:31][C:7]([C:6]2[N:2]([CH3:1])[N:3]=[CH:4][CH:5]=2)=[O:9])[CH:29]=[CH:30][C:25]=1[C:18]1[CH:19]=[C:20]([O:23][CH3:24])[CH:21]=[CH:22][C:17]=1[Cl:16]. (5) Given the reactants C([SiH](CC)CC)C.FC(F)(F)C(O)=O.[CH3:15][N:16]([C:29]1[S:30][C:31]([C:34]2[CH:35]=[N:36][CH:37]=[CH:38][CH:39]=2)=[N:32][N:33]=1)[C:17](=[O:28])[CH2:18][CH2:19][NH:20]C(=O)OC(C)(C)C, predict the reaction product. The product is: [NH2:20][CH2:19][CH2:18][C:17]([N:16]([CH3:15])[C:29]1[S:30][C:31]([C:34]2[CH:35]=[N:36][CH:37]=[CH:38][CH:39]=2)=[N:32][N:33]=1)=[O:28]. (6) Given the reactants [OH:1][CH2:2][CH:3]1[CH2:6][CH:5]([OH:7])[CH2:4]1.CCN(CC)CC.[S:15](Cl)([C:18]1[CH:24]=[CH:23][C:21]([CH3:22])=[CH:20][CH:19]=1)(=[O:17])=[O:16], predict the reaction product. The product is: [CH3:22][C:21]1[CH:23]=[CH:24][C:18]([S:15]([O:1][CH2:2][CH:3]2[CH2:6][CH:5]([OH:7])[CH2:4]2)(=[O:17])=[O:16])=[CH:19][CH:20]=1. (7) Given the reactants FC(F)(F)S(O[C:7]1[CH:12]=[CH:11][C:10]([C@@H:13]2[C@@H:16]([CH2:17][CH2:18][C@@H:19]([C:21]3[CH:26]=[CH:25][C:24]([F:27])=[CH:23][CH:22]=3)[OH:20])[C:15](=[O:28])[N:14]2[C:29]2[CH:34]=[CH:33][C:32]([F:35])=[CH:31][CH:30]=2)=[CH:9][CH:8]=1)(=O)=O.C(=O)([O-])[O-].[K+].[K+].[OH:44][C:45]1[CH:50]=[CH:49][C:48](B(O)O)=[CH:47][CH:46]=1, predict the reaction product. The product is: [F:35][C:32]1[CH:31]=[CH:30][C:29]([N:14]2[C@H:13]([C:10]3[CH:11]=[CH:12][C:7]([C:48]4[CH:49]=[CH:50][C:45]([OH:44])=[CH:46][CH:47]=4)=[CH:8][CH:9]=3)[C@@H:16]([CH2:17][CH2:18][C@@H:19]([C:21]3[CH:22]=[CH:23][C:24]([F:27])=[CH:25][CH:26]=3)[OH:20])[C:15]2=[O:28])=[CH:34][CH:33]=1.